Dataset: Reaction yield outcomes from USPTO patents with 853,638 reactions. Task: Predict the reaction yield, written as a fraction of the theoretical maximum amount of product (1.0 means a 100% yield; for example, 0.34 means a 34% yield). (1) The reactants are [NH2:1][C:2]1[N:7]=[CH:6][N:5]=[C:4]2[N:8]([CH:32]3[CH2:37][CH2:36][NH:35][CH2:34][CH2:33]3)[N:9]=[C:10]([C:11]3[CH:16]=[CH:15][C:14]([NH:17][C:18]([C:20]4[N:21]([CH3:29])[C:22]5[C:27]([CH:28]=4)=[CH:26][CH:25]=[CH:24][CH:23]=5)=[O:19])=[C:13]([O:30][CH3:31])[CH:12]=3)[C:3]=12.[NH:38]1[CH:42]=[C:41]([CH:43]=O)[N:40]=[CH:39]1.[C:45]([O:48][BH-]([O:48][C:45](=[O:47])[CH3:46])[O:48][C:45](=[O:47])[CH3:46])(=[O:47])[CH3:46].[Na+].[C:59]([OH:62])(=[O:61])[CH3:60].C(=O)(O)[O-].[Na+]. The catalyst is ClCCCl. The product is [C:45]([OH:48])(=[O:47])[CH3:46].[C:59]([OH:62])(=[O:61])[CH3:60].[NH2:1][C:2]1[N:7]=[CH:6][N:5]=[C:4]2[N:8]([CH:32]3[CH2:37][CH2:36][N:35]([CH2:43][C:41]4[N:40]=[CH:39][NH:38][CH:42]=4)[CH2:34][CH2:33]3)[N:9]=[C:10]([C:11]3[CH:16]=[CH:15][C:14]([NH:17][C:18]([C:20]4[N:21]([CH3:29])[C:22]5[C:27]([CH:28]=4)=[CH:26][CH:25]=[CH:24][CH:23]=5)=[O:19])=[C:13]([O:30][CH3:31])[CH:12]=3)[C:3]=12. The yield is 0.490. (2) The yield is 0.930. The product is [C:3]([O:7][C:8]([N:10]1[C:18]2[C:13](=[CH:14][C:15]([N:19]([C:20](=[O:27])[C:21]3[CH:22]=[CH:23][CH:24]=[CH:25][CH:26]=3)[CH3:28])=[CH:16][CH:17]=2)[CH2:12][CH2:11]1)=[O:9])([CH3:6])([CH3:4])[CH3:5]. The catalyst is CN(C=O)C.C([O-])(O)=O.[Na+]. The reactants are [H-].[Na+].[C:3]([O:7][C:8]([N:10]1[C:18]2[C:13](=[CH:14][C:15]([NH:19][C:20](=[O:27])[C:21]3[CH:26]=[CH:25][CH:24]=[CH:23][CH:22]=3)=[CH:16][CH:17]=2)[CH2:12][CH2:11]1)=[O:9])([CH3:6])([CH3:5])[CH3:4].[CH3:28]I. (3) The reactants are [F:1][C:2]([F:6])([F:5])[CH2:3][OH:4].[H-].[Na+].[NH2:9][C:10]1[N:15]=[C:14]([N:16]([CH2:23][CH2:24][O:25][CH3:26])[C:17]2[CH:22]=[CH:21][CH:20]=[CH:19][CH:18]=2)[N:13]=[C:12]([C:27]2[N:31]=[C:30]([C:32]3[CH:33]=[CH:34][C:35]([CH2:38]OS(C)(=O)=O)=[N:36][CH:37]=3)[O:29][N:28]=2)[N:11]=1. The catalyst is C1COCC1. The product is [CH3:26][O:25][CH2:24][CH2:23][N:16]([C:17]1[CH:22]=[CH:21][CH:20]=[CH:19][CH:18]=1)[C:14]1[N:15]=[C:10]([NH2:9])[N:11]=[C:12]([C:27]2[N:31]=[C:30]([C:32]3[CH:37]=[N:36][C:35]([CH2:38][O:4][CH2:3][C:2]([F:6])([F:5])[F:1])=[CH:34][CH:33]=3)[O:29][N:28]=2)[N:13]=1. The yield is 0.100.